This data is from Catalyst prediction with 721,799 reactions and 888 catalyst types from USPTO. The task is: Predict which catalyst facilitates the given reaction. (1) Reactant: [O:1]=[C:2]1[N:7]([C:8]2[CH:13]=[CH:12][C:11]([O:14][CH2:15][C:16]([F:19])([F:18])[F:17])=[CH:10][CH:9]=2)[C:6]([S:20][CH2:21][CH2:22][CH2:23][CH2:24][C:25]#[N:26])=[N:5][C:4]2[CH:27]=[CH:28][NH:29][C:3]1=2.[N:30]([Si](C)(C)C)=[N+:31]=[N-:32].C([Sn](CCCC)=O)CCC.C1(C)C=CC=CC=1. Product: [NH:30]1[C:25]([CH2:24][CH2:23][CH2:22][CH2:21][S:20][C:6]2[N:7]([C:8]3[CH:13]=[CH:12][C:11]([O:14][CH2:15][C:16]([F:17])([F:18])[F:19])=[CH:10][CH:9]=3)[C:2](=[O:1])[C:3]3[NH:29][CH:28]=[CH:27][C:4]=3[N:5]=2)=[N:26][N:32]=[N:31]1. The catalyst class is: 13. (2) Reactant: [N:1]([CH:4]1[CH2:9][CH2:8][N:7]([C:10]([O:12][C:13]([CH3:16])([CH3:15])[CH3:14])=[O:11])[CH2:6][CH:5]1[OH:17])=[N+]=[N-]. Product: [NH2:1][CH:4]1[CH2:9][CH2:8][N:7]([C:10]([O:12][C:13]([CH3:15])([CH3:14])[CH3:16])=[O:11])[CH2:6][CH:5]1[OH:17]. The catalyst class is: 5. (3) Reactant: [C:1]([C:5]1[CH:9]=[C:8]([NH2:10])[N:7]([C:11]2[CH:16]=[CH:15][C:14]([CH3:17])=[CH:13][CH:12]=2)[N:6]=1)([CH3:4])([CH3:3])[CH3:2].[C:18](=O)([O-])[O-:19].[Na+].[Na+].C(Cl)(Cl)=O.[NH2:28][CH2:29][C:30]1[CH:57]=[C:56]([F:58])[CH:55]=[CH:54][C:31]=1[CH2:32][O:33][C:34]1[CH:39]=[C:38]([CH3:40])[N:37]([C:41]2[CH:42]=[C:43]([CH:48]=[CH:49][C:50]=2[CH3:51])[C:44]([O:46][CH3:47])=[O:45])[C:36](=[O:52])[C:35]=1[Br:53]. Product: [Br:53][C:35]1[C:36](=[O:52])[N:37]([C:41]2[CH:42]=[C:43]([CH:48]=[CH:49][C:50]=2[CH3:51])[C:44]([O:46][CH3:47])=[O:45])[C:38]([CH3:40])=[CH:39][C:34]=1[O:33][CH2:32][C:31]1[CH:54]=[CH:55][C:56]([F:58])=[CH:57][C:30]=1[CH2:29][NH:28][C:18]([NH:10][C:8]1[N:7]([C:11]2[CH:12]=[CH:13][C:14]([CH3:17])=[CH:15][CH:16]=2)[N:6]=[C:5]([C:1]([CH3:4])([CH3:3])[CH3:2])[CH:9]=1)=[O:19]. The catalyst class is: 168. (4) Reactant: [C:1]([C:4]1[C:5](I)=[N:6][N:7]2[C@H:12]3[CH2:13][O:14][CH2:15][C@H:11]3[N:10]([C:16]([O:18][C:19]([CH3:22])([CH3:21])[CH3:20])=[O:17])[CH2:9][C:8]=12)(=[O:3])[NH2:2].[Cl:24][C:25]1[CH:26]=[C:27](B(O)O)[CH:28]=[CH:29][C:30]=1[F:31].[O-]P([O-])([O-])=O.[K+].[K+].[K+]. Product: [C:1]([C:4]1[C:5]([C:27]2[CH:28]=[CH:29][C:30]([F:31])=[C:25]([Cl:24])[CH:26]=2)=[N:6][N:7]2[C@H:12]3[CH2:13][O:14][CH2:15][C@H:11]3[N:10]([C:16]([O:18][C:19]([CH3:22])([CH3:21])[CH3:20])=[O:17])[CH2:9][C:8]=12)(=[O:3])[NH2:2]. The catalyst class is: 38. (5) Reactant: Cl.Cl.[Cl:3][C:4]1[CH:9]=[CH:8][C:7]([C:10]2[S:18][C:17]3[C:16](=[O:19])[N:15]([CH2:20][CH2:21][C:22]4[CH:27]=[CH:26][C:25]([CH2:28][NH:29][CH3:30])=[CH:24][CH:23]=4)[CH:14]=[N:13][C:12]=3[CH:11]=2)=[CH:6][CH:5]=1.Br[CH2:32][C:33]([O:35][C:36]([CH3:39])([CH3:38])[CH3:37])=[O:34].C(N(CC)CC)C.CN(C)C=O. Product: [C:36]([O:35][C:33](=[O:34])[CH2:32][N:29]([CH2:28][C:25]1[CH:26]=[CH:27][C:22]([CH2:21][CH2:20][N:15]2[C:16](=[O:19])[C:17]3[S:18][C:10]([C:7]4[CH:6]=[CH:5][C:4]([Cl:3])=[CH:9][CH:8]=4)=[CH:11][C:12]=3[N:13]=[CH:14]2)=[CH:23][CH:24]=1)[CH3:30])([CH3:39])([CH3:38])[CH3:37]. The catalyst class is: 13. (6) Reactant: [F:1][C:2]1[CH:7]=[CH:6][C:5]([CH3:8])=[CH:4][C:3]=1[NH:9][C:10]([NH:12][C:13]1[CH:43]=[CH:42][C:16]([O:17][C:18]2[CH:23]=[CH:22][N:21]=[C:20]([C:24]3[NH:28][CH:27]=[C:26]([C:29]([NH:31][CH2:32][CH2:33][NH:34]C(=O)OC(C)(C)C)=[O:30])[CH:25]=3)[CH:19]=2)=[CH:15][CH:14]=1)=[O:11].FC(F)(F)C(O)=O. Product: [NH2:34][CH2:33][CH2:32][NH:31][C:29]([C:26]1[CH:25]=[C:24]([C:20]2[CH:19]=[C:18]([O:17][C:16]3[CH:42]=[CH:43][C:13]([NH:12][C:10]([NH:9][C:3]4[CH:4]=[C:5]([CH3:8])[CH:6]=[CH:7][C:2]=4[F:1])=[O:11])=[CH:14][CH:15]=3)[CH:23]=[CH:22][N:21]=2)[NH:28][CH:27]=1)=[O:30]. The catalyst class is: 2. (7) Product: [F:1][C:2]([F:15])([F:14])[S:3]([O:6][C:17]1[CH:18]=[CH:19][CH:20]=[C:21]2[C:26]=1[CH:25]=[C:24]([C:27]([O:29][CH3:30])=[O:28])[CH:23]=[CH:22]2)(=[O:5])=[O:4]. Reactant: [F:1][C:2]([F:15])([F:14])[S:3]([O:6]S(C(F)(F)F)(=O)=O)(=[O:5])=[O:4].O[C:17]1[CH:18]=[CH:19][CH:20]=[C:21]2[C:26]=1[CH:25]=[C:24]([C:27]([O:29][CH3:30])=[O:28])[CH:23]=[CH:22]2.C(N(CC)CC)C. The catalyst class is: 4. (8) Reactant: [OH:1][C:2]1[CH:7]=[C:6]([O:8][CH3:9])[CH:5]=[CH:4][C:3]=1[C:10]([C:12]1[CH:17]=[CH:16][C:15]([O:18][CH2:19][C:20]2[N:21]=[C:22]([C:26]3[CH:31]=[CH:30][CH:29]=[CH:28][CH:27]=3)[O:23][C:24]=2[CH3:25])=[CH:14][CH:13]=1)=[O:11].Br[CH:33]([C:38]1[CH:43]=[CH:42][CH:41]=[CH:40][CH:39]=1)[C:34]([O:36]C)=[O:35].C(=O)([O-])[O-].[K+].[K+].CN(C)C=O. Product: [CH3:9][O:8][C:6]1[CH:5]=[CH:4][C:3]([C:10](=[O:11])[C:12]2[CH:13]=[CH:14][C:15]([O:18][CH2:19][C:20]3[N:21]=[C:22]([C:26]4[CH:27]=[CH:28][CH:29]=[CH:30][CH:31]=4)[O:23][C:24]=3[CH3:25])=[CH:16][CH:17]=2)=[C:2]([CH:7]=1)[O:1][CH:33]([C:38]1[CH:43]=[CH:42][CH:41]=[CH:40][CH:39]=1)[C:34]([OH:36])=[O:35]. The catalyst class is: 6.